This data is from Peptide-MHC class II binding affinity with 134,281 pairs from IEDB. The task is: Regression. Given a peptide amino acid sequence and an MHC pseudo amino acid sequence, predict their binding affinity value. This is MHC class II binding data. The peptide sequence is KLDSFGGCRCGKYPR. The MHC is DRB1_0101 with pseudo-sequence DRB1_0101. The binding affinity (normalized) is 0.168.